Binary Classification. Given a drug SMILES string, predict its activity (active/inactive) in a high-throughput screening assay against a specified biological target. From a dataset of Choline transporter screen with 302,306 compounds. (1) The molecule is Clc1cc(NC(=O)c2ccc(CNC3=C(N4CCCC4)C(=O)C3=O)cc2)ccc1OC. The result is 0 (inactive). (2) The molecule is O=C(NC1CCN(CC1)Cc1ccccc1)CCCn1c(=O)n(c2c(c1=O)cccc2)CC(=O)Nc1c(cccc1C)C. The result is 0 (inactive). (3) The result is 0 (inactive). The compound is Fc1c(n2c3c(nc2C)cc(cc3)C(=O)NCc2cccnc2)ccc(F)c1. (4) The drug is O=C(N(CC(=O)Nc1ccc(OC)cc1)C)CCNC(=O)c1c(OC)cccc1. The result is 0 (inactive). (5) The compound is O(CC(=O)Nc1c(CC)cccc1C)C(=O)c1nn2c(ccnc2n1)C. The result is 0 (inactive).